The task is: Regression. Given a peptide amino acid sequence and an MHC pseudo amino acid sequence, predict their binding affinity value. This is MHC class I binding data.. This data is from Peptide-MHC class I binding affinity with 185,985 pairs from IEDB/IMGT. (1) The peptide sequence is LLFRFMRPL. The MHC is HLA-A02:01 with pseudo-sequence HLA-A02:01. The binding affinity (normalized) is 0.670. (2) The peptide sequence is TLVVISVIFY. The MHC is HLA-A03:01 with pseudo-sequence HLA-A03:01. The binding affinity (normalized) is 0.246. (3) The peptide sequence is FHGEFTRAL. The MHC is HLA-B58:01 with pseudo-sequence HLA-B58:01. The binding affinity (normalized) is 0.0847. (4) The peptide sequence is YLYIMRVMA. The MHC is HLA-A02:03 with pseudo-sequence HLA-A02:03. The binding affinity (normalized) is 0.761. (5) The peptide sequence is LSAEELMSL. The MHC is HLA-A02:01 with pseudo-sequence HLA-A02:01. The binding affinity (normalized) is 0.288. (6) The binding affinity (normalized) is 0.936. The peptide sequence is HHSLTHHQL. The MHC is HLA-B15:09 with pseudo-sequence HLA-B15:09. (7) The peptide sequence is CAPPGYALL. The MHC is Mamu-B6601 with pseudo-sequence Mamu-B6601. The binding affinity (normalized) is 0.148.